Predict the reaction yield, written as a fraction of the theoretical maximum amount of product (1.0 means a 100% yield; for example, 0.34 means a 34% yield). From a dataset of Reaction yield outcomes from USPTO patents with 853,638 reactions. (1) The reactants are [CH2:1]([O:8][C:9]1[CH:10]=[CH:11][C:12]([OH:17])=[C:13]([CH:16]=1)[CH:14]=[O:15])[C:2]1[CH:7]=[CH:6][CH:5]=[CH:4][CH:3]=1.Br[C:19]([CH3:26])([CH3:25])[C:20]([O:22][CH2:23][CH3:24])=[O:21].C(=O)([O-])[O-].[Cs+].[Cs+]. The catalyst is CN(C=O)C.CCOC(C)=O.C(=O)([O-])[O-].[Cs+].[Cs+]. The product is [CH2:23]([O:22][C:20](=[O:21])[C:19]([O:17][C:12]1[CH:11]=[CH:10][C:9]([O:8][CH2:1][C:2]2[CH:3]=[CH:4][CH:5]=[CH:6][CH:7]=2)=[CH:16][C:13]=1[CH:14]=[O:15])([CH3:26])[CH3:25])[CH3:24]. The yield is 0.830. (2) The reactants are [F:1][C:2]1[CH:28]=[C:27]([NH:29][C:30]([C:32]2([C:35](=[O:44])[NH:36][C:37]3[CH:42]=[CH:41][C:40]([F:43])=[CH:39][CH:38]=3)[CH2:34][CH2:33]2)=[O:31])[C:26]([F:45])=[CH:25][C:3]=1[O:4][C:5]1[CH:10]=[CH:9][N:8]=[C:7]([NH:11][C:12]([CH:14]2[CH2:17][N:16](C(OC(C)(C)C)=O)[CH2:15]2)=[O:13])[CH:6]=1.C(O)(C(F)(F)F)=O.C([O-])(O)=O.[Na+]. The catalyst is C(Cl)Cl. The product is [NH:16]1[CH2:17][CH:14]([C:12]([NH:11][C:7]2[CH:6]=[C:5]([O:4][C:3]3[C:2]([F:1])=[CH:28][C:27]([NH:29][C:30]([C:32]4([C:35]([NH:36][C:37]5[CH:38]=[CH:39][C:40]([F:43])=[CH:41][CH:42]=5)=[O:44])[CH2:34][CH2:33]4)=[O:31])=[C:26]([F:45])[CH:25]=3)[CH:10]=[CH:9][N:8]=2)=[O:13])[CH2:15]1. The yield is 0.0870. (3) The yield is 0.340. No catalyst specified. The product is [NH2:14][C:11]1[N:12]=[CH:13][C:8]([C:5]2[CH:4]=[CH:3][C:2]([NH:1][C:33]([NH:32][C:29]3[CH:28]=[C:27]([C:24]4([CH3:23])[CH2:25][CH2:26]4)[O:31][N:30]=3)=[O:34])=[CH:7][CH:6]=2)=[CH:9][CH:10]=1. The reactants are [NH2:1][C:2]1[CH:7]=[CH:6][C:5]([C:8]2[CH:9]=[CH:10][C:11]([NH:14]CCN3CCOCC3)=[N:12][CH:13]=2)=[CH:4][CH:3]=1.[CH3:23][C:24]1([C:27]2[O:31][N:30]=[C:29]([NH:32][C:33](=O)[O:34]C3C=CC=CC=3)[CH:28]=2)[CH2:26][CH2:25]1.FC(F)(F)C1(C2ON=C(NC(=O)OC3C=CC=CC=3)C=2)CC1.